Dataset: Reaction yield outcomes from USPTO patents with 853,638 reactions. Task: Predict the reaction yield, written as a fraction of the theoretical maximum amount of product (1.0 means a 100% yield; for example, 0.34 means a 34% yield). The catalyst is CN(C=O)C.C(OCC)(=O)C.O. The reactants are CN(C(ON1N=NC2C=CC=NC1=2)=[N+](C)C)C.F[P-](F)(F)(F)(F)F.[NH2:25][CH2:26][C:27]1[C:28]([F:44])=[C:29]([O:34][C:35]2[CH:36]=[C:37]([CH:40]=[C:41]([Cl:43])[CH:42]=2)[C:38]#[N:39])[C:30]([Cl:33])=[CH:31][CH:32]=1.[CH3:45][C:46]([O:49][C:50]([NH:52][C:53]1[CH:61]=[C:60]2[C:56]([CH:57]=[C:58]([C:62](O)=[O:63])[NH:59]2)=[CH:55][CH:54]=1)=[O:51])([CH3:48])[CH3:47].CCN(C(C)C)C(C)C. The yield is 0.480. The product is [Cl:33][C:30]1[CH:31]=[CH:32][C:27]([CH2:26][NH:25][C:62]([C:58]2[NH:59][C:60]3[C:56]([CH:57]=2)=[CH:55][CH:54]=[C:53]([NH:52][C:50](=[O:51])[O:49][C:46]([CH3:47])([CH3:45])[CH3:48])[CH:61]=3)=[O:63])=[C:28]([F:44])[C:29]=1[O:34][C:35]1[CH:36]=[C:37]([C:38]#[N:39])[CH:40]=[C:41]([Cl:43])[CH:42]=1.